From a dataset of Peptide-MHC class I binding affinity with 185,985 pairs from IEDB/IMGT. Regression. Given a peptide amino acid sequence and an MHC pseudo amino acid sequence, predict their binding affinity value. This is MHC class I binding data. (1) The peptide sequence is KQWPLSKEKI. The MHC is HLA-B27:05 with pseudo-sequence HLA-B27:05. The binding affinity (normalized) is 0. (2) The peptide sequence is MANICWIYY. The MHC is HLA-B57:01 with pseudo-sequence HLA-B57:01. The binding affinity (normalized) is 0.487. (3) The peptide sequence is VEDGRFWEL. The MHC is HLA-B40:02 with pseudo-sequence HLA-B40:02. The binding affinity (normalized) is 0.520.